Dataset: Catalyst prediction with 721,799 reactions and 888 catalyst types from USPTO. Task: Predict which catalyst facilitates the given reaction. The catalyst class is: 12. Reactant: [C:1]([O:5][C:6](=[O:30])[CH2:7][CH2:8][CH2:9][O:10][C:11]1[CH:16]=[C:15]([Cl:17])[C:14](Br)=[CH:13][C:12]=1[C:19](=[O:29])[N:20]([CH3:28])[C:21]1[CH:26]=[CH:25][CH:24]=[CH:23][C:22]=1[CH3:27])([CH3:4])([CH3:3])[CH3:2].[B:31]1([B:31]2[O:35][C:34]([CH3:37])([CH3:36])[C:33]([CH3:39])([CH3:38])[O:32]2)[O:35][C:34]([CH3:37])([CH3:36])[C:33]([CH3:39])([CH3:38])[O:32]1.C([O-])(=O)C.[K+]. Product: [C:1]([O:5][C:6](=[O:30])[CH2:7][CH2:8][CH2:9][O:10][C:11]1[CH:16]=[C:15]([Cl:17])[C:14]([B:31]2[O:35][C:34]([CH3:37])([CH3:36])[C:33]([CH3:39])([CH3:38])[O:32]2)=[CH:13][C:12]=1[C:19](=[O:29])[N:20]([CH3:28])[C:21]1[CH:26]=[CH:25][CH:24]=[CH:23][C:22]=1[CH3:27])([CH3:4])([CH3:3])[CH3:2].